The task is: Predict the reaction yield, written as a fraction of the theoretical maximum amount of product (1.0 means a 100% yield; for example, 0.34 means a 34% yield).. This data is from Reaction yield outcomes from USPTO patents with 853,638 reactions. The reactants are [CH3:1][C:2]1[O:6][C:5]([C:7]2[CH:12]=[CH:11][CH:10]=[CH:9][CH:8]=2)=[N:4][C:3]=1[CH2:13][CH2:14][O:15]S(C1C=CC(C)=CC=1)(=O)=O.[CH2:26]([O:28][C:29](=[O:43])[C:30]([O:33][C:34]1[CH:39]=[CH:38][C:37](O)=[CH:36][C:35]=1[CH2:41][OH:42])([CH3:32])[CH3:31])[CH3:27].C(=O)([O-])[O-].[K+].[K+]. The catalyst is C(O)C. The product is [CH2:26]([O:28][C:29](=[O:43])[C:30]([O:33][C:34]1[CH:39]=[CH:38][C:37]([O:15][CH2:14][CH2:13][C:3]2[N:4]=[C:5]([C:7]3[CH:8]=[CH:9][CH:10]=[CH:11][CH:12]=3)[O:6][C:2]=2[CH3:1])=[CH:36][C:35]=1[CH2:41][OH:42])([CH3:32])[CH3:31])[CH3:27]. The yield is 0.200.